From a dataset of Catalyst prediction with 721,799 reactions and 888 catalyst types from USPTO. Predict which catalyst facilitates the given reaction. (1) Reactant: Cl.[CH3:2][N:3]([CH2:5][CH:6]1[CH2:14][C:13]2[C:8](=[CH:9][CH:10]=[C:11]([O:15][C:16]([F:19])([F:18])[F:17])[CH:12]=2)[C:7]1=[O:20])[CH3:4].[OH-].[Na+]. Product: [CH3:4][N:3]([CH2:5][CH:6]1[CH2:14][C:13]2[C:8](=[CH:9][CH:10]=[C:11]([O:15][C:16]([F:19])([F:17])[F:18])[CH:12]=2)[C:7]1=[O:20])[CH3:2]. The catalyst class is: 6. (2) The catalyst class is: 4. Product: [C:2]([C:4]12[CH2:11][CH2:10][C:7]([NH:12][C:13](=[O:19])[O:14][C:15]([CH3:18])([CH3:17])[CH3:16])([CH2:8][CH2:9]1)[CH2:6][O:5]2)(=[O:1])[CH3:3]. Reactant: [OH:1][CH:2]([C:4]12[CH2:11][CH2:10][C:7]([NH:12][C:13](=[O:19])[O:14][C:15]([CH3:18])([CH3:17])[CH3:16])([CH2:8][CH2:9]1)[CH2:6][O:5]2)[CH3:3].CC(OI1(OC(C)=O)(OC(C)=O)OC(=O)C2C=CC=CC1=2)=O. (3) Reactant: [N:1]1([CH2:7][C:8]2[CH:13]=[CH:12][C:11]([C:14]3[CH:19]=[CH:18][C:17]([N+:20]([O-])=O)=[C:16]([NH2:23])[CH:15]=3)=[CH:10][CH:9]=2)[CH2:6][CH2:5][O:4][CH2:3][CH2:2]1. Product: [N:1]1([CH2:7][C:8]2[CH:13]=[CH:12][C:11]([C:14]3[CH:19]=[CH:18][C:17]([NH2:20])=[C:16]([NH2:23])[CH:15]=3)=[CH:10][CH:9]=2)[CH2:6][CH2:5][O:4][CH2:3][CH2:2]1. The catalyst class is: 696. (4) Product: [CH3:1][O:2][C:3]1[C:4](=[O:32])[C:5]([CH3:31])=[C:6]([CH2:12][C:13]2[CH:14]=[CH:15][C:16]([OH:27])=[C:17]([CH:26]=2)[C:18]([N:20]2[CH2:21][CH2:22][O:23][CH2:24][CH2:25]2)=[O:19])[C:7](=[O:11])[C:8]=1[O:9][CH3:10]. The catalyst class is: 24. Reactant: [CH3:1][O:2][C:3]1[C:4](=[O:32])[C:5]([CH3:31])=[C:6]([CH2:12][C:13]2[CH:14]=[CH:15][C:16]([O:27]C(=O)C)=[C:17]([CH:26]=2)[C:18]([N:20]2[CH2:25][CH2:24][O:23][CH2:22][CH2:21]2)=[O:19])[C:7](=[O:11])[C:8]=1[O:9][CH3:10].C(=O)([O-])O.[Na+]. (5) Reactant: [Br:1][C:2]1[CH:7]=[C:6]([O:8][C@@H:9]2[CH2:14][CH2:13][N:12]([C:15]3[C:20]([Cl:21])=[CH:19][N:18]=[C:17]([O:22][CH3:23])[CH:16]=3)[CH2:11][C@H:10]2[CH3:24])[CH:5]=[CH:4][C:3]=1[N:25]1[C@@H:29]([CH2:30][C:31]([O:33]C)=[O:32])[C@H:28]([CH3:35])[C:27]([C:36]([F:39])([F:38])[F:37])=[N:26]1.[OH-].[Li+]. Product: [Br:1][C:2]1[CH:7]=[C:6]([O:8][C@@H:9]2[CH2:14][CH2:13][N:12]([C:15]3[C:20]([Cl:21])=[CH:19][N:18]=[C:17]([O:22][CH3:23])[CH:16]=3)[CH2:11][C@H:10]2[CH3:24])[CH:5]=[CH:4][C:3]=1[N:25]1[C@@H:29]([CH2:30][C:31]([OH:33])=[O:32])[C@H:28]([CH3:35])[C:27]([C:36]([F:37])([F:39])[F:38])=[N:26]1. The catalyst class is: 20. (6) Reactant: [Cl:1][C:2]1[C:3]([F:30])=[C:4]([C:8]#[C:9][C:10]2[CH:15]=[CH:14][C:13]([N:16]3[C:20](=[O:21])[NH:19][C:18]([C:22]4[C:27]([F:28])=[CH:26][CH:25]=[CH:24][C:23]=4[Cl:29])=[N:17]3)=[CH:12][CH:11]=2)[CH:5]=[CH:6][CH:7]=1.[H-].[Na+].[CH2:33](Br)[CH3:34]. Product: [Cl:1][C:2]1[C:3]([F:30])=[C:4]([C:8]#[C:9][C:10]2[CH:15]=[CH:14][C:13]([N:16]3[C:20](=[O:21])[N:19]([CH2:33][CH3:34])[C:18]([C:22]4[C:27]([F:28])=[CH:26][CH:25]=[CH:24][C:23]=4[Cl:29])=[N:17]3)=[CH:12][CH:11]=2)[CH:5]=[CH:6][CH:7]=1. The catalyst class is: 3. (7) Reactant: [N+:1]([C:4]1[C:11]([N+:12]([O-:14])=[O:13])=[CH:10][CH:9]=[CH:8][C:5]=1[CH2:6]O)([O-:3])=[O:2].[BrH:15]. Product: [Br:15][CH2:6][C:5]1[CH:8]=[CH:9][CH:10]=[C:11]([N+:12]([O-:14])=[O:13])[C:4]=1[N+:1]([O-:3])=[O:2]. The catalyst class is: 6.